Dataset: Full USPTO retrosynthesis dataset with 1.9M reactions from patents (1976-2016). Task: Predict the reactants needed to synthesize the given product. (1) Given the product [NH4+:5].[OH-:4].[F:43][C:41]1[CH:42]=[C:37]([CH:38]=[C:39]([F:44])[CH:40]=1)[CH2:36][C@H:6]([NH:5][C:2](=[O:4])[CH3:3])[C@H:7]([OH:35])[CH2:8][NH:9][CH:10]1[C:19]2[C:14](=[CH:15][CH:16]=[C:17]([CH2:20][C:21]([CH3:24])([CH3:23])[CH3:22])[CH:18]=2)[NH:13][CH2:12][CH2:11]1, predict the reactants needed to synthesize it. The reactants are: Cl.[C:2]([NH:5][C@@H:6]([CH2:36][C:37]1[CH:42]=[C:41]([F:43])[CH:40]=[C:39]([F:44])[CH:38]=1)[C@H:7]([OH:35])[CH2:8][NH:9][CH:10]1[C:19]2[C:14](=[CH:15][CH:16]=[C:17]([CH2:20][C:21]([CH3:24])([CH3:23])[CH3:22])[CH:18]=2)[N:13](C(OCC2C=CC=CC=2)=O)[CH2:12][CH2:11]1)(=[O:4])[CH3:3]. (2) Given the product [CH3:13][CH2:12][C@H:11]([N:14]1[N:15]=[CH:16][N:17]([C:20]2[CH:25]=[CH:24][C:23]([N:26]3[CH2:27][CH2:28][N:29]([C:32]4[CH:33]=[CH:34][C:35]([O:57][CH2:56][C@@H:53]5[CH2:54][O:55][C@:51]([C:68]6[CH:73]=[CH:72][C:71]([F:74])=[CH:70][C:69]=6[F:75])([CH2:50][N:45]6[N:46]=[CH:47][N:48]=[CH:49]6)[CH2:52]5)=[CH:36][CH:37]=4)[CH2:30][CH2:31]3)=[CH:22][CH:21]=2)[C:18]1=[O:19])[C@@H:9]([OH:8])[CH3:10], predict the reactants needed to synthesize it. The reactants are: C([O:8][C@H:9]([C@@H:11]([N:14]1[C:18](=[O:19])[N:17]([C:20]2[CH:25]=[CH:24][C:23]([N:26]3[CH2:31][CH2:30][N:29]([C:32]4[CH:37]=[CH:36][C:35](O)=[CH:34][CH:33]=4)[CH2:28][CH2:27]3)=[CH:22][CH:21]=2)[CH:16]=[N:15]1)[CH2:12][CH3:13])[CH3:10])C1C=CC=CC=1.CS(C)=O.[OH-].[Na+].[N:45]1([CH2:50][C@@:51]2([C:68]3[CH:73]=[CH:72][C:71]([F:74])=[CH:70][C:69]=3[F:75])[O:55][CH2:54][C@@H:53]([CH2:56][O:57]S(C3C=CC(C)=CC=3)(=O)=O)[CH2:52]2)[CH:49]=[N:48][CH:47]=[N:46]1.